From a dataset of Reaction yield outcomes from USPTO patents with 853,638 reactions. Predict the reaction yield, written as a fraction of the theoretical maximum amount of product (1.0 means a 100% yield; for example, 0.34 means a 34% yield). (1) The reactants are F[C:2]1[CH:31]=[C:30](F)[CH:29]=[CH:28][C:3]=1[CH2:4][N:5]1[C:10](=[O:11])[CH:9]=[CH:8][C:7]([CH2:12][C:13]2[C:21]3[C:16](=[CH:17][CH:18]=[CH:19][CH:20]=3)[N:15]([CH2:22][C:23]([O:25][CH3:26])=[O:24])[C:14]=2[CH3:27])=[CH:6]1.CC1N(CC(OC)=O)C2C(C=1CC1C=CC(=O)NC=1)=CC=CC=2.C(=O)([O-])[O-].[K+].[K+].[F:62]C1C=C(C=CC=1)CBr. No catalyst specified. The product is [F:62][C:29]1[CH:28]=[C:3]([CH:2]=[CH:31][CH:30]=1)[CH2:4][N:5]1[C:10](=[O:11])[CH:9]=[CH:8][C:7]([CH2:12][C:13]2[C:21]3[C:16](=[CH:17][CH:18]=[CH:19][CH:20]=3)[N:15]([CH2:22][C:23]([O:25][CH3:26])=[O:24])[C:14]=2[CH3:27])=[CH:6]1. The yield is 0.720. (2) The reactants are [OH:1][C:2]([CH3:35])([CH3:34])[CH2:3][C@@:4]1([C:28]2[CH:33]=[CH:32][CH:31]=[CH:30][CH:29]=2)[O:9][C:8](=[O:10])[N:7]([C@H:11]([C:13]2[CH:18]=[CH:17][C:16](B3OC(C)(C)C(C)(C)O3)=[CH:15][CH:14]=2)[CH3:12])[CH2:6][CH2:5]1.I[C:37]1[CH:42]=[CH:41][NH:40][C:39](=[O:43])[CH:38]=1.C([O-])([O-])=O.[Cs+].[Cs+].C(Cl)Cl. The catalyst is O1CCOCC1.C1C=CC(P(C2C=CC=CC=2)[C-]2C=CC=C2)=CC=1.C1C=CC(P(C2C=CC=CC=2)[C-]2C=CC=C2)=CC=1.Cl[Pd]Cl.[Fe+2]. The product is [OH:1][C:2]([CH3:34])([CH3:35])[CH2:3][C@@:4]1([C:28]2[CH:33]=[CH:32][CH:31]=[CH:30][CH:29]=2)[O:9][C:8](=[O:10])[N:7]([C@H:11]([C:13]2[CH:14]=[CH:15][C:16]([C:37]3[CH:42]=[CH:41][NH:40][C:39](=[O:43])[CH:38]=3)=[CH:17][CH:18]=2)[CH3:12])[CH2:6][CH2:5]1. The yield is 0.710.